The task is: Regression. Given two drug SMILES strings and cell line genomic features, predict the synergy score measuring deviation from expected non-interaction effect.. This data is from NCI-60 drug combinations with 297,098 pairs across 59 cell lines. (1) Drug 1: COC1=CC(=CC(=C1O)OC)C2C3C(COC3=O)C(C4=CC5=C(C=C24)OCO5)OC6C(C(C7C(O6)COC(O7)C8=CC=CS8)O)O. Drug 2: CC(C)(C#N)C1=CC(=CC(=C1)CN2C=NC=N2)C(C)(C)C#N. Cell line: 786-0. Synergy scores: CSS=17.0, Synergy_ZIP=0.678, Synergy_Bliss=-1.19, Synergy_Loewe=0.108, Synergy_HSA=0.259. (2) Drug 2: C1=CC=C(C(=C1)C(C2=CC=C(C=C2)Cl)C(Cl)Cl)Cl. Cell line: U251. Drug 1: C1CC(C1)(C(=O)O)C(=O)O.[NH2-].[NH2-].[Pt+2]. Synergy scores: CSS=13.7, Synergy_ZIP=-3.43, Synergy_Bliss=0.544, Synergy_Loewe=-8.95, Synergy_HSA=-2.39. (3) Drug 1: CN(C)C1=NC(=NC(=N1)N(C)C)N(C)C. Drug 2: C1=CC(=CC=C1C#N)C(C2=CC=C(C=C2)C#N)N3C=NC=N3. Cell line: A549. Synergy scores: CSS=-5.79, Synergy_ZIP=1.33, Synergy_Bliss=-0.941, Synergy_Loewe=-3.85, Synergy_HSA=-5.10. (4) Drug 1: C1CC(C1)(C(=O)O)C(=O)O.[NH2-].[NH2-].[Pt+2]. Drug 2: CC1C(C(CC(O1)OC2CC(CC3=C2C(=C4C(=C3O)C(=O)C5=C(C4=O)C(=CC=C5)OC)O)(C(=O)CO)O)N)O.Cl. Cell line: CCRF-CEM. Synergy scores: CSS=38.7, Synergy_ZIP=-6.68, Synergy_Bliss=-2.82, Synergy_Loewe=-18.5, Synergy_HSA=-1.09.